Dataset: CYP2C9 inhibition data for predicting drug metabolism from PubChem BioAssay. Task: Regression/Classification. Given a drug SMILES string, predict its absorption, distribution, metabolism, or excretion properties. Task type varies by dataset: regression for continuous measurements (e.g., permeability, clearance, half-life) or binary classification for categorical outcomes (e.g., BBB penetration, CYP inhibition). Dataset: cyp2c9_veith. (1) The compound is c1cnc(N2CC3(CCNCC3)C2)nc1. The result is 0 (non-inhibitor). (2) The compound is CCOC(=O)c1ccc(Cl)c(NC(=O)c2ccc(-c3ccccc3)cc2)c1. The result is 0 (non-inhibitor). (3) The result is 1 (inhibitor). The molecule is COc1cccc(Cn2c(=O)c(-c3ccc(Cl)cc3)nc3cnc(N4CCNCC4)nc32)c1. (4) The molecule is CC1=NN(c2ccc(S(=O)(=O)O)cc2C)C(=[OH+])[C@H]1N=Nc1cc(S(=O)(=O)O)ccc1C(=O)O.O.[Cr]. The result is 0 (non-inhibitor). (5) The molecule is CO[C@@H]1COC(=O)[C@H]2CCCN2C(=O)C/C=C\[C@H](C)[C@@H](OC)COC(=O)C/C=C\[C@H]1C. The result is 0 (non-inhibitor). (6) The molecule is C[C@@]1(C(=O)O)NCCc2cc(O)c(O)cc21. The result is 0 (non-inhibitor).